From a dataset of Forward reaction prediction with 1.9M reactions from USPTO patents (1976-2016). Predict the product of the given reaction. The product is: [C:31]1([CH:24]([C:18]2[CH:23]=[CH:22][CH:21]=[CH:20][CH:19]=2)[N:25]2[CH2:26][CH2:27][N:28]([CH:12]3[CH2:13][CH2:14][C:9]([C:5]4[CH:6]=[CH:7][CH:8]=[C:3]([O:2][CH3:1])[CH:4]=4)([C:16]#[N:17])[CH2:10][CH2:11]3)[CH2:29][CH2:30]2)[CH:32]=[CH:33][CH:34]=[CH:35][CH:36]=1. Given the reactants [CH3:1][O:2][C:3]1[CH:4]=[C:5]([C:9]2([C:16]#[N:17])[CH2:14][CH2:13][C:12](=O)[CH2:11][CH2:10]2)[CH:6]=[CH:7][CH:8]=1.[C:18]1([CH:24]([C:31]2[CH:36]=[CH:35][CH:34]=[CH:33][CH:32]=2)[N:25]2[CH2:30][CH2:29][NH:28][CH2:27][CH2:26]2)[CH:23]=[CH:22][CH:21]=[CH:20][CH:19]=1.C(O)(=O)C.C([BH3-])#N.[Na+].C(=O)([O-])O.[Na+], predict the reaction product.